From a dataset of Forward reaction prediction with 1.9M reactions from USPTO patents (1976-2016). Predict the product of the given reaction. (1) Given the reactants [CH3:1][O:2][C:3](=[O:45])[NH:4][C@H:5]([C:10]([NH:12][N:13](CC1C=CC(Br)=CC=1)[CH2:14][C@:15]([OH:36])([C:23](=[O:35])[NH:24][C@H:25]1[C:33]2[C:28](=[CH:29][CH:30]=[CH:31][CH:32]=2)[CH2:27][C@H:26]1[OH:34])[CH2:16][C:17]1[CH:22]=[CH:21][CH:20]=[CH:19][CH:18]=1)=[O:11])[C:6]([CH3:9])([CH3:8])[CH3:7].CCCC[Sn]([C:59]1[CH:64]=[CH:63][CH:62]=[N:61][CH:60]=1)(CCCC)CCCC, predict the reaction product. The product is: [CH3:1][O:2][C:3](=[O:45])[NH:4][C@H:5]([C:10]([N:12]([CH2:16][C:17]1[CH:22]=[CH:21][C:20]([C:59]2[CH:60]=[N:61][CH:62]=[CH:63][CH:64]=2)=[CH:19][CH:18]=1)[NH:13][CH2:14][C@:15]([OH:36])([C:23](=[O:35])[NH:24][C@H:25]1[C:33]2[C:28](=[CH:29][CH:30]=[CH:31][CH:32]=2)[CH2:27][C@H:26]1[OH:34])[CH2:16][C:17]1[CH:18]=[CH:19][CH:20]=[CH:21][CH:22]=1)=[O:11])[C:6]([CH3:7])([CH3:8])[CH3:9]. (2) The product is: [C:1]1([S:7]([N:10]2[C:14]3[N:15]=[CH:16][N:17]=[C:18]([C:19]4[C:20]([CH3:38])=[C:21]([NH:25][C:26](=[O:37])[C:27]5[CH:28]=[CH:29][C:30]([C:33]([CH3:34])([CH3:35])[CH3:36])=[CH:31][CH:32]=5)[CH:22]=[CH:23][CH:24]=4)[C:13]=3[CH:12]=[C:11]2[Br:47])(=[O:9])=[O:8])[CH:6]=[CH:5][CH:4]=[CH:3][CH:2]=1. Given the reactants [C:1]1([S:7]([N:10]2[C:14]3[N:15]=[CH:16][N:17]=[C:18]([C:19]4[C:20]([CH3:38])=[C:21]([NH:25][C:26](=[O:37])[C:27]5[CH:32]=[CH:31][C:30]([C:33]([CH3:36])([CH3:35])[CH3:34])=[CH:29][CH:28]=5)[CH:22]=[CH:23][CH:24]=4)[C:13]=3[CH:12]=[CH:11]2)(=[O:9])=[O:8])[CH:6]=[CH:5][CH:4]=[CH:3][CH:2]=1.[Li+].CC([N-]C(C)C)C.[Br:47]C(Cl)(Cl)C(Cl)(Cl)Br, predict the reaction product. (3) Given the reactants [Br:1][C:2]1[CH:3]=[C:4]([C:8](=O)[CH3:9])[CH:5]=[CH:6][CH:7]=1.BrBr.[NH2:13][C:14]1[CH:19]=[CH:18][CH:17]=[CH:16][N:15]=1.C(=O)([O-])O.[Na+], predict the reaction product. The product is: [Br:1][C:2]1[CH:3]=[C:4]([C:8]2[N:13]=[C:14]3[CH:19]=[CH:18][CH:17]=[CH:16][N:15]3[CH:9]=2)[CH:5]=[CH:6][CH:7]=1. (4) Given the reactants [N+:1]([C:4]1[CH:5]=[N:6][N:7]([CH2:9][CH2:10][C:11]2[CH:16]=[CH:15][N:14]=[CH:13][CH:12]=2)[CH:8]=1)([O-])=O, predict the reaction product. The product is: [N:14]1[CH:15]=[CH:16][C:11]([CH2:10][CH2:9][N:7]2[CH:8]=[C:4]([NH2:1])[CH:5]=[N:6]2)=[CH:12][CH:13]=1. (5) The product is: [F:40][C:32]1[CH:31]=[C:30]([C:22]2[CH:23]=[C:24]([C:26]([F:27])([F:28])[F:29])[N:25]=[C:20]([C:16]3[CH:15]=[C:14]([C:11]4[S:10][C:9]([S:6]([NH2:5])(=[O:8])=[O:7])=[CH:13][CH:12]=4)[CH:19]=[CH:18][CH:17]=3)[N:21]=2)[CH:35]=[CH:34][C:33]=1[C:36]([F:39])([F:38])[F:37]. Given the reactants C([NH:5][S:6]([C:9]1[S:10][C:11]([C:14]2[CH:19]=[CH:18][CH:17]=[C:16]([C:20]3[N:25]=[C:24]([C:26]([F:29])([F:28])[F:27])[CH:23]=[C:22]([C:30]4[CH:35]=[CH:34][C:33]([C:36]([F:39])([F:38])[F:37])=[C:32]([F:40])[CH:31]=4)[N:21]=3)[CH:15]=2)=[CH:12][CH:13]=1)(=[O:8])=[O:7])(C)(C)C.C(O)(C(F)(F)F)=O, predict the reaction product. (6) Given the reactants O1CCCCC1[O:7][CH2:8][C:9]1[C:17]2[C:12](=[CH:13][CH:14]=[C:15]([CH:18]=O)[CH:16]=2)[NH:11][N:10]=1.[NH2:20][C:21]1[CH:29]=[C:28]([O:30][CH3:31])[CH:27]=[C:26]([O:32][CH3:33])[C:22]=1[C:23]([NH2:25])=[O:24].OS([O-])=O.[Na+].O.C1(C)C=CC(S(O)(=O)=O)=CC=1, predict the reaction product. The product is: [OH:7][CH2:8][C:9]1[C:17]2[C:12](=[CH:13][CH:14]=[C:15]([C:18]3[NH:25][C:23](=[O:24])[C:22]4[C:21](=[CH:29][C:28]([O:30][CH3:31])=[CH:27][C:26]=4[O:32][CH3:33])[N:20]=3)[CH:16]=2)[NH:11][N:10]=1. (7) Given the reactants [C:1]([C:4]1[CH:5]=[C:6]([O:18]S(C(F)(F)F)(=O)=O)[CH:7]=[C:8]([O:10][S:11]([C:14]([F:17])([F:16])[F:15])(=[O:13])=[O:12])[CH:9]=1)(=[O:3])[CH3:2].C(=O)([O-])[O-].[Cs+].[Cs+], predict the reaction product. The product is: [C:1]([C:4]1[CH:9]=[C:8]([O:10][S:11]([C:14]([F:17])([F:15])[F:16])(=[O:13])=[O:12])[CH:7]=[C:6]([OH:18])[CH:5]=1)(=[O:3])[CH3:2]. (8) Given the reactants [CH2:1]([O:3][C:4](=[O:12])[CH:5]([CH3:11])[C:6]([O:8]CC)=[O:7])[CH3:2].[H-].[Na+].I[CH2:16][CH2:17][C:18]1[S:19][CH:20]=[C:21]([C:23]#[C:24][CH2:25][CH2:26][CH2:27][C:28]2[CH:33]=[CH:32][CH:31]=[CH:30][CH:29]=2)[CH:22]=1.Cl.[OH-].[K+], predict the reaction product. The product is: [CH2:1]([O:3][C:4](=[O:12])[C:5]([CH2:16][CH2:17][C:18]1[S:19][CH:20]=[C:21]([C:23]#[C:24][CH2:25][CH2:26][CH2:27][C:28]2[CH:33]=[CH:32][CH:31]=[CH:30][CH:29]=2)[CH:22]=1)([CH3:11])[C:6]([OH:8])=[O:7])[CH3:2]. (9) Given the reactants Br[C:2]1[CH:7]=[CH:6][C:5]([CH2:8][O:9][Si:10]([C:23]([CH3:26])([CH3:25])[CH3:24])([C:17]2[CH:22]=[CH:21][CH:20]=[CH:19][CH:18]=2)[C:11]2[CH:16]=[CH:15][CH:14]=[CH:13][CH:12]=2)=[C:4]([Cl:27])[CH:3]=1.[CH:28]1([CH2:34]I)[CH2:33][CH2:32][CH2:31][CH2:30][CH2:29]1, predict the reaction product. The product is: [Si:10]([O:9][CH2:8][C:5]1[CH:6]=[CH:7][C:2]([CH2:34][CH:28]2[CH2:33][CH2:32][CH2:31][CH2:30][CH2:29]2)=[CH:3][C:4]=1[Cl:27])([C:23]([CH3:26])([CH3:25])[CH3:24])([C:17]1[CH:22]=[CH:21][CH:20]=[CH:19][CH:18]=1)[C:11]1[CH:16]=[CH:15][CH:14]=[CH:13][CH:12]=1.